This data is from Full USPTO retrosynthesis dataset with 1.9M reactions from patents (1976-2016). The task is: Predict the reactants needed to synthesize the given product. Given the product [NH2:8][C:7]1[C:6]([CH3:11])=[CH:5][C:4]([S:12]([CH2:15][CH2:16][CH2:17][OH:18])(=[O:14])=[O:13])=[CH:3][C:2]=1[CH3:1], predict the reactants needed to synthesize it. The reactants are: [CH3:1][C:2]1[CH:3]=[C:4]([S:12]([CH2:15][CH2:16][CH2:17][OH:18])(=[O:14])=[O:13])[CH:5]=[C:6]([CH3:11])[C:7]=1[N+:8]([O-])=O.